From a dataset of Forward reaction prediction with 1.9M reactions from USPTO patents (1976-2016). Predict the product of the given reaction. (1) Given the reactants [CH3:1][O:2][C:3]1[C:4]([NH2:11])=[N:5][CH:6]=[C:7]([CH:9]=[CH2:10])[N:8]=1, predict the reaction product. The product is: [CH2:9]([C:7]1[N:8]=[C:3]([O:2][CH3:1])[C:4]([NH2:11])=[N:5][CH:6]=1)[CH3:10]. (2) Given the reactants F[C:2]1[CH:14]=[CH:13][C:5]([C:6]([O:8][C:9]([CH3:12])([CH3:11])[CH3:10])=[O:7])=[C:4]([CH3:15])[CH:3]=1.[C:16]1([OH:22])[CH:21]=[CH:20][CH:19]=[CH:18][CH:17]=1.C(=O)([O-])[O-].[K+].[K+].O, predict the reaction product. The product is: [CH3:15][C:4]1[CH:3]=[C:2]([O:22][C:16]2[CH:21]=[CH:20][CH:19]=[CH:18][CH:17]=2)[CH:14]=[CH:13][C:5]=1[C:6]([O:8][C:9]([CH3:12])([CH3:11])[CH3:10])=[O:7]. (3) Given the reactants C[C:2]1[N:7]=[CH:6][C:5]([CH2:8][N:9]2[CH2:14][CH:13]=[C:12]([C:15]3[CH:20]=[CH:19][CH:18]=[CH:17][N:16]=3)[CH2:11][CH2:10]2)=[CH:4][N:3]=1.C([N:23](CC)CC)C.C(O[BH-](OC(=O)C)OC(=O)C)(=O)C.[Na+], predict the reaction product. The product is: [N:16]1[CH:17]=[CH:18][CH:19]=[CH:20][C:15]=1[C:12]1[CH2:11][CH2:10][N:9]([CH2:8][C:5]2[CH:4]=[N:3][C:2]([NH2:23])=[N:7][CH:6]=2)[CH2:14][CH:13]=1. (4) Given the reactants [CH3:1][NH:2][CH:3]([C:7]1([C:12]2[CH:17]=[CH:16][CH:15]=[CH:14][CH:13]=2)[CH2:11][CH2:10][CH2:9][CH2:8]1)[C:4]([OH:6])=O.F[P-](F)(F)(F)(F)F.N1(O[P+](N2CCCC2)(N2CCCC2)N2CCCC2)C2C=CC=CC=2N=N1.[CH3:51]/[C:52](=[CH:58]\[C@@H:59]([N:63]([CH3:72])[C:64](=[O:71])[C@H:65]([C:67]([CH3:70])([CH3:69])[CH3:68])[NH2:66])[CH:60]([CH3:62])[CH3:61])/[C:53]([O:55][CH2:56][CH3:57])=[O:54].C(N(C(C)C)CC)(C)C, predict the reaction product. The product is: [CH3:51]/[C:52](=[CH:58]\[C@@H:59]([N:63]([CH3:72])[C:64](=[O:71])[C@H:65]([C:67]([CH3:68])([CH3:70])[CH3:69])[NH:66][C:4](=[O:6])[CH:3]([NH:2][CH3:1])[C:7]1([C:12]2[CH:17]=[CH:16][CH:15]=[CH:14][CH:13]=2)[CH2:11][CH2:10][CH2:9][CH2:8]1)[CH:60]([CH3:62])[CH3:61])/[C:53]([O:55][CH2:56][CH3:57])=[O:54]. (5) Given the reactants [NH2:1][C@H:2]1[C@H:6]([OH:7])[CH2:5][N:4]([C:8]([O:10][C:11]([CH3:14])([CH3:13])[CH3:12])=[O:9])[CH2:3]1.C(N(C(C)C)CC)(C)C.Cl[C:25]1[C:26]2[S:43][C:42]([NH2:44])=[N:41][C:27]=2[N:28]=[C:29]([S:31][CH2:32][C:33]2[CH:38]=[CH:37][CH:36]=[C:35]([F:39])[C:34]=2[F:40])[N:30]=1, predict the reaction product. The product is: [NH2:44][C:42]1[S:43][C:26]2[C:25]([NH:1][C@H:2]3[C@H:6]([OH:7])[CH2:5][N:4]([C:8]([O:10][C:11]([CH3:14])([CH3:13])[CH3:12])=[O:9])[CH2:3]3)=[N:30][C:29]([S:31][CH2:32][C:33]3[CH:38]=[CH:37][CH:36]=[C:35]([F:39])[C:34]=3[F:40])=[N:28][C:27]=2[N:41]=1. (6) Given the reactants B.C1COCC1.[Cl:7][C:8]1[S:12][CH:11]=[C:10]([C:13]#[N:14])[CH:9]=1.Cl.O.CO, predict the reaction product. The product is: [ClH:7].[Cl:7][C:8]1[S:12][CH:11]=[C:10]([CH2:13][NH2:14])[CH:9]=1. (7) Given the reactants [C:1]1([C:31]2[CH:36]=[CH:35][CH:34]=[CH:33][CH:32]=2)[CH:6]=[CH:5][C:4]([CH2:7][C@@H:8]([NH:23][C:24]([C:26]2[N:27]=[N:28][NH:29][CH:30]=2)=[O:25])[CH2:9][C@@:10]([CH3:22])([CH2:14][O:15][CH:16]2CCCC[O:17]2)[C:11]([OH:13])=[O:12])=[CH:3][CH:2]=1.Cl.O1CCOCC1.CC#N.C(Cl)Cl.[C:50](Cl)(=O)[CH:51](C)[CH3:52].CCN(C(C)C)C(C)C, predict the reaction product. The product is: [C:1]1([C:31]2[CH:36]=[CH:35][CH:34]=[CH:33][CH:32]=2)[CH:2]=[CH:3][C:4]([CH2:7][C@@H:8]([NH:23][C:24]([C:26]2[NH:27][N:28]=[N:29][CH:30]=2)=[O:25])[CH2:9][C@:10]([CH2:14][O:15][C:16](=[O:17])[CH:51]([CH3:52])[CH3:50])([CH3:22])[C:11]([OH:13])=[O:12])=[CH:5][CH:6]=1.